Binary Classification. Given a drug SMILES string, predict its activity (active/inactive) in a high-throughput screening assay against a specified biological target. From a dataset of M1 muscarinic receptor antagonist screen with 61,756 compounds. (1) The molecule is Brc1cn(nc1)Cc1cc(ccc1)C(=O)Nc1ccc(OC)nc1. The result is 0 (inactive). (2) The compound is s1c(C(=O)N2CCN(CC2)c2n(CC(C)C)c3c(n2)cccc3)ccc1. The result is 0 (inactive). (3) The drug is S(CC(=O)N1CCN(CC1)C(OCC)=O)CC(=O)Nc1scc(n1)c1sccc1. The result is 0 (inactive). (4) The compound is Brc1cc2C(C(C)(C)C(OC)=O)C(C(Oc2cc1)=O)C(=O)c1occc1. The result is 0 (inactive). (5) The molecule is FC(F)(F)c1cc(C2(O)CCN(CC2)Cc2n(nnn2)CCOC)ccc1. The result is 0 (inactive). (6) The compound is S(=O)(=O)(Cc1ccccc1)CC(=O)Nc1sc(nn1)CCCCC. The result is 0 (inactive).